From a dataset of Forward reaction prediction with 1.9M reactions from USPTO patents (1976-2016). Predict the product of the given reaction. (1) The product is: [Cl:14][C:15]1[CH:16]=[C:17]([C@H:22]([CH2:33][CH2:34][N:3]2[CH2:6][CH:5]([N:7]3[CH2:12][CH2:11][CH:10]([OH:13])[CH2:9][CH2:8]3)[CH2:4]2)[CH2:23][N:24]([CH3:32])[C:25](=[O:31])[O:26][C:27]([CH3:29])([CH3:30])[CH3:28])[CH:18]=[CH:19][C:20]=1[Cl:21]. Given the reactants Cl.Cl.[NH:3]1[CH2:6][CH:5]([N:7]2[CH2:12][CH2:11][CH:10]([OH:13])[CH2:9][CH2:8]2)[CH2:4]1.[Cl:14][C:15]1[CH:16]=[C:17]([C@H:22]([CH2:33][CH:34]=O)[CH2:23][N:24]([CH3:32])[C:25](=[O:31])[O:26][C:27]([CH3:30])([CH3:29])[CH3:28])[CH:18]=[CH:19][C:20]=1[Cl:21].Cl.Cl.N1CC(N2CCSCC2)C1.FC1C=CC(C(CC=O)CN(C)C(=O)OC(C)(C)C)=CC=1, predict the reaction product. (2) The product is: [N+:8]([C:6]1[CH:5]=[CH:4][C:3]2[N:12]=[C:13]3[CH:18]=[N:17][CH:16]=[CH:15][N:14]3[C:2]=2[CH:7]=1)([O-:10])=[O:9]. Given the reactants I[C:2]1[CH:7]=[C:6]([N+:8]([O-:10])=[O:9])[CH:5]=[CH:4][C:3]=1Cl.[NH2:12][C:13]1[CH:18]=[N:17][CH:16]=[CH:15][N:14]=1.C(=O)([O-])[O-].[Cs+].[Cs+].CC1(C)C2C(=C(P(C3C=CC=CC=3)C3C=CC=CC=3)C=CC=2)OC2C(P(C3C=CC=CC=3)C3C=CC=CC=3)=CC=CC1=2, predict the reaction product. (3) Given the reactants [CH3:1][N:2]([CH3:17])[C:3](=[O:16])[C@H:4]([C@H:12]([CH2:14][CH3:15])[CH3:13])[NH:5][C:6]1[CH2:10][S:9][C:8](=[O:11])[N:7]=1.[F:18][C:19]([F:40])([F:39])[C:20]1[CH:34]=[C:33]([C:35]([F:38])([F:37])[F:36])[CH:32]=[CH:31][C:21]=1[CH2:22][N:23]1[CH2:28][CH2:27][CH:26]([CH:29]=O)[CH2:25][CH2:24]1.C([O-])(=O)C.[NH2+]1CCCCC1, predict the reaction product. The product is: [F:40][C:19]([F:18])([F:39])[C:20]1[CH:34]=[C:33]([C:35]([F:38])([F:37])[F:36])[CH:32]=[CH:31][C:21]=1[CH2:22][N:23]1[CH2:28][CH2:27][CH:26](/[CH:29]=[C:10]2/[C:6]([NH:5][C@H:4]([C:3]([N:2]([CH3:1])[CH3:17])=[O:16])[C@H:12]([CH2:14][CH3:15])[CH3:13])=[N:7][C:8](=[O:11])[S:9]/2)[CH2:25][CH2:24]1. (4) The product is: [NH2:23][N:6]1[C:7](=[O:19])[C:8]2[CH:13]=[C:12]([F:14])[C:11]([S:15](=[S:18])([OH:17])=[O:16])=[N:10][C:9]=2[N:4]([CH:1]2[CH2:3][CH2:2]2)[C:5]1=[O:20]. Given the reactants [CH:1]1([N:4]2[C:9]3[N:10]=[C:11]([S:15](=[S:18])([OH:17])=[O:16])[C:12]([F:14])=[CH:13][C:8]=3[C:7](=[O:19])[NH:6][C:5]2=[O:20])[CH2:3][CH2:2]1.[H-].[Na+].[N+:23](C1C=C([N+]([O-])=O)C=CC=1NO)([O-])=O, predict the reaction product.